This data is from Catalyst prediction with 721,799 reactions and 888 catalyst types from USPTO. The task is: Predict which catalyst facilitates the given reaction. (1) The catalyst class is: 6. Reactant: [O:1]=[C:2]1[C:11]2[CH:12]=[CH:13][S:14][C:10]=2[C:9]2[C:4](=[C:5]([C:15]([O:17]C)=[O:16])[CH:6]=[CH:7][CH:8]=2)[NH:3]1.C(O)C.[OH-].[Na+].Cl. Product: [O:1]=[C:2]1[C:11]2[CH:12]=[CH:13][S:14][C:10]=2[C:9]2[C:4](=[C:5]([C:15]([OH:17])=[O:16])[CH:6]=[CH:7][CH:8]=2)[NH:3]1. (2) Reactant: [CH3:1][O:2][C:3](=[O:5])[NH2:4].[CH:6]([N:9]([CH:12]([CH3:14])[CH3:13])[CH2:10][CH3:11])([CH3:8])C.Cl.N1CCC[C@H]1C1[NH:22][C:23]([C:26]2[CH:31]=[CH:30][C:29]([B:32]3[O:36][C:35]([CH3:38])([CH3:37])[C:34]([CH3:40])([CH3:39])[O:33]3)=[CH:28][CH:27]=2)=[CH:24][N:25]=1.F[P-](F)(F)(F)(F)F.N1(OC(N(C)C)=[N+](C)C)[C:52]2N=CC=[CH:56][C:51]=2N=N1.CN(C)C=[O:68]. Product: [CH3:1][O:2][C:3](=[O:5])[NH:4][C@H:11]([C:10]([N:9]1[CH2:6][CH2:8][CH2:14][C@H:12]1[C:13]1[NH:22][C:23]([C:26]2[CH:31]=[CH:30][C:29]([B:32]3[O:33][C:34]([CH3:40])([CH3:39])[C:35]([CH3:37])([CH3:38])[O:36]3)=[CH:28][CH:27]=2)=[CH:24][N:25]=1)=[O:68])[CH:51]([CH3:56])[CH3:52]. The catalyst class is: 13. (3) Reactant: [CH3:1][N:2]1[C:9](=[O:10])[CH:8]2[N:11](C(OCC3C=CC=CC=3)=O)[CH:4]([CH2:5][CH2:6][CH2:7]2)[C:3]1=[O:22].[H][H]. Product: [CH3:1][N:2]1[C:9](=[O:10])[CH:8]2[NH:11][CH:4]([CH2:5][CH2:6][CH2:7]2)[C:3]1=[O:22]. The catalyst class is: 78. (4) Reactant: [CH3:1][O:2][C:3]1[N:8]=[C:7](Cl)[C:6]([N+:10]([O-:12])=[O:11])=[CH:5][CH:4]=1.[NH2:13][CH:14]([CH2:17][OH:18])[CH2:15][OH:16]. Product: [CH3:1][O:2][C:3]1[N:8]=[C:7]([NH:13][CH:14]([CH2:17][OH:18])[CH2:15][OH:16])[C:6]([N+:10]([O-:12])=[O:11])=[CH:5][CH:4]=1. The catalyst class is: 8. (5) Reactant: [OH:1][C:2]1[S:6][CH:5]=[C:4]([CH:7]=O)[CH:3]=1.[C:9]1(P(C2C=CC=CC=2)C2C=CC=CC=2)[CH:14]=CC=C[CH:10]=1.C([Li])CCC. Product: [CH:7](/[C:4]1[CH:3]=[C:2]([OH:1])[S:6][CH:5]=1)=[CH:14]\[CH:9]=[CH2:10]. The catalyst class is: 11.